Dataset: Full USPTO retrosynthesis dataset with 1.9M reactions from patents (1976-2016). Task: Predict the reactants needed to synthesize the given product. (1) The reactants are: [OH:1][C:2]1[CH:3]=[C:4]([C:10]2[O:11][CH:12]=[C:13]([CH2:15][CH2:16][C:17]([C:19]3[C:24]([CH3:25])=[CH:23][CH:22]=[CH:21][N:20]=3)=[O:18])[N:14]=2)[CH:5]=[CH:6][C:7]=1[O:8][CH3:9].Cl[CH:27]([F:29])[F:28]. Given the product [F:28][CH:27]([F:29])[O:1][C:2]1[CH:3]=[C:4]([C:10]2[O:11][CH:12]=[C:13]([CH2:15][CH2:16][C:17]([C:19]3[C:24]([CH3:25])=[CH:23][CH:22]=[CH:21][N:20]=3)=[O:18])[N:14]=2)[CH:5]=[CH:6][C:7]=1[O:8][CH3:9], predict the reactants needed to synthesize it. (2) Given the product [F:9][C:10]([F:16])([F:15])[C:27]([OH:33])=[O:45].[C:35]1([S:34][C:19]2[CH:20]=[C:21]([C:24]3[NH:32][C:31]4[CH2:30][CH2:29][NH:28][C:27](=[O:33])[C:26]=4[CH:25]=3)[CH:22]=[CH:23][N:18]=2)[CH:40]=[CH:39][CH:38]=[CH:37][CH:36]=1, predict the reactants needed to synthesize it. The reactants are: [S-]C1C=CC=CC=1.[Na+].[F:9][C:10]([F:16])([F:15])S([O-])(=O)=O.C[N+:18]1[CH:23]=[CH:22][C:21]([C:24]2[NH:32][C:31]3[CH2:30][CH2:29][NH:28][C:27](=[O:33])[C:26]=3[CH:25]=2)=[CH:20][C:19]=1[S:34][C:35]1[CH:40]=[CH:39][CH:38]=[CH:37][CH:36]=1.CN(C=[O:45])C.